From a dataset of Catalyst prediction with 721,799 reactions and 888 catalyst types from USPTO. Predict which catalyst facilitates the given reaction. (1) Reactant: [Cl:1][C:2]1[CH:11]=[CH:10][C:9]2[C:4](=[CH:5][CH:6]=[CH:7][CH:8]=2)[N:3]=1.[N+:12]([O-])([O-:14])=[O:13].[K+]. Product: [Cl:1][C:2]1[CH:11]=[CH:10][C:9]2[C:4](=[CH:5][CH:6]=[CH:7][C:8]=2[N+:12]([O-:14])=[O:13])[N:3]=1. The catalyst class is: 65. (2) The catalyst class is: 9. Product: [Br:1][C:2]1[CH:3]=[C:4]([CH:8]=[O:9])[S:5][C:6]=1[S:22]([C:18]1[CH:17]=[N:16][CH:21]=[CH:20][CH:19]=1)(=[O:24])=[O:23]. Reactant: [Br:1][C:2]1[CH:3]=[C:4]([CH:8]=[O:9])[S:5][C:6]=1Br.N1C=CC=CC=1.[N:16]1[CH:21]=[CH:20][CH:19]=[C:18]([S:22]([O-:24])=[O:23])[CH:17]=1.[Na+].O.